Task: Predict the product of the given reaction.. Dataset: Forward reaction prediction with 1.9M reactions from USPTO patents (1976-2016) (1) Given the reactants [CH3:1][O:2][C:3]1[CH:11]=[CH:10][C:6]([C:7]([OH:9])=O)=[CH:5][C:4]=1[CH3:12].[C:13]1([CH:19]([NH2:23])[CH2:20][CH2:21][CH3:22])[CH:18]=[CH:17][CH:16]=[CH:15][CH:14]=1, predict the reaction product. The product is: [CH3:1][O:2][C:3]1[CH:11]=[CH:10][C:6]([C:7]([NH:23][CH:19]([C:13]2[CH:18]=[CH:17][CH:16]=[CH:15][CH:14]=2)[CH2:20][CH2:21][CH3:22])=[O:9])=[CH:5][C:4]=1[CH3:12]. (2) Given the reactants [CH:1]1([N:4]([CH:18]2[CH2:23][CH2:22][N:21]([C:24](=[NH:27])[NH:25][OH:26])[CH2:20][CH2:19]2)[C:5](=[O:17])[C:6]2[CH:11]=[CH:10][C:9]([C:12]3[O:16][CH:15]=[N:14][CH:13]=3)=[CH:8][CH:7]=2)[CH2:3][CH2:2]1.[C:28](Cl)(=O)[CH2:29][CH2:30][CH3:31], predict the reaction product. The product is: [CH:1]1([N:4]([CH:18]2[CH2:23][CH2:22][N:21]([C:24]3[N:27]=[C:28]([CH2:29][CH2:30][CH3:31])[O:26][N:25]=3)[CH2:20][CH2:19]2)[C:5](=[O:17])[C:6]2[CH:11]=[CH:10][C:9]([C:12]3[O:16][CH:15]=[N:14][CH:13]=3)=[CH:8][CH:7]=2)[CH2:3][CH2:2]1. (3) Given the reactants [N:1]1([C:7]2[CH:8]=[CH:9][C:10]3[CH2:11][N:12]([C:18]([O:20][C:21]([CH3:24])([CH3:23])[CH3:22])=[O:19])[CH2:13][CH2:14][O:15][C:16]=3[N:17]=2)[CH2:6][CH2:5][NH:4][CH2:3][CH2:2]1.C(OCC)C.[C:30]([N:34]=[C:35]=[O:36])([CH3:33])([CH3:32])[CH3:31], predict the reaction product. The product is: [C:30]([NH:34][C:35]([N:4]1[CH2:5][CH2:6][N:1]([C:7]2[CH:8]=[CH:9][C:10]3[CH2:11][N:12]([C:18]([O:20][C:21]([CH3:24])([CH3:23])[CH3:22])=[O:19])[CH2:13][CH2:14][O:15][C:16]=3[N:17]=2)[CH2:2][CH2:3]1)=[O:36])([CH3:33])([CH3:32])[CH3:31]. (4) Given the reactants [F:1][C:2]1[CH:12]=[CH:11][C:5]2[C:6](=[N:9]O)[CH2:7][O:8][C:4]=2[CH:3]=1.[H][H], predict the reaction product. The product is: [F:1][C:2]1[CH:12]=[CH:11][C:5]2[CH:6]([NH2:9])[CH2:7][O:8][C:4]=2[CH:3]=1.